This data is from Full USPTO retrosynthesis dataset with 1.9M reactions from patents (1976-2016). The task is: Predict the reactants needed to synthesize the given product. (1) The reactants are: CC1C=CC(S(O[CH2:12][CH2:13][CH2:14][CH2:15][C:16]2[C:24]3[C:19](=[CH:20][CH:21]=[CH:22][CH:23]=3)[NH:18][CH:17]=2)(=O)=O)=CC=1.[CH3:25][O:26][C:27]1[CH:32]=[C:31]([O:33][CH3:34])[N:30]=[C:29]([N:35]2[CH2:40][CH2:39][NH:38][CH2:37][CH2:36]2)[N:28]=1.C(=O)([O-])[O-].[K+].[K+].[I-].[K+]. Given the product [CH3:25][O:26][C:27]1[CH:32]=[C:31]([O:33][CH3:34])[N:30]=[C:29]([N:35]2[CH2:36][CH2:37][N:38]([CH2:12][CH2:13][CH2:14][CH2:15][C:16]3[C:24]4[C:19](=[CH:20][CH:21]=[CH:22][CH:23]=4)[NH:18][CH:17]=3)[CH2:39][CH2:40]2)[N:28]=1, predict the reactants needed to synthesize it. (2) Given the product [N+:1]([C:4]1[CH:5]=[CH:6][C:7]([O:10][C:11]2[CH:12]=[C:13]3[C:17](=[CH:18][CH:19]=2)[NH:16][CH2:15][CH2:14]3)=[N:8][CH:9]=1)([O-:3])=[O:2], predict the reactants needed to synthesize it. The reactants are: [N+:1]([C:4]1[CH:5]=[CH:6][C:7]([O:10][C:11]2[CH:12]=[C:13]3[C:17](=[CH:18][CH:19]=2)[NH:16][CH:15]=[CH:14]3)=[N:8][CH:9]=1)([O-:3])=[O:2].Cl.[OH-].[Na+].O. (3) Given the product [Cl:1][C:2]1[CH:3]=[CH:4][C:5]2[N:18]=[C:20]([NH2:21])[N:9]3[C:10]4[CH:11]=[CH:12][CH:13]=[C:14]([F:17])[C:15]=4[CH:16]=[C:8]3[C:6]=2[N:7]=1, predict the reactants needed to synthesize it. The reactants are: [Cl:1][C:2]1[N:7]=[C:6]([C:8]2[NH:9][C:10]3[C:15]([CH:16]=2)=[C:14]([F:17])[CH:13]=[CH:12][CH:11]=3)[C:5]([NH2:18])=[CH:4][CH:3]=1.Br[C:20]#[N:21]. (4) Given the product [N:36]1[CH:37]=[CH:38][C:33]([C:31]2[N:32]=[C:26]([CH:11]3[CH2:12][CH:13]([C:15]4[CH:16]=[CH:17][C:18]([O:21][C:22]([F:23])([F:24])[F:25])=[CH:19][CH:20]=4)[CH2:14][N:9]([C:7]([N:1]4[CH2:2][CH2:3][O:4][CH2:5][CH2:6]4)=[O:8])[CH2:10]3)[O:28][N:30]=2)=[CH:34][CH:35]=1, predict the reactants needed to synthesize it. The reactants are: [N:1]1([C:7]([N:9]2[CH2:14][CH:13]([C:15]3[CH:20]=[CH:19][C:18]([O:21][C:22]([F:25])([F:24])[F:23])=[CH:17][CH:16]=3)[CH2:12][CH:11]([C:26]([OH:28])=O)[CH2:10]2)=[O:8])[CH2:6][CH2:5][O:4][CH2:3][CH2:2]1.O[NH:30][C:31]([C:33]1[CH:38]=[CH:37][N:36]=[CH:35][CH:34]=1)=[NH:32].